From a dataset of Catalyst prediction with 721,799 reactions and 888 catalyst types from USPTO. Predict which catalyst facilitates the given reaction. (1) Reactant: [Cl:1][C:2]1[C:32]([C:33]([F:36])([F:35])[F:34])=[CH:31][CH:30]=[CH:29][C:3]=1[CH2:4][N:5]1[C:10](=[O:11])[C:9]([C:12]([O:14]CC)=[O:13])=[CH:8][N:7]([C:17]2[CH:27]=[CH:26][C:20]3[N:21]([CH2:24][CH3:25])[CH:22]=[N:23][C:19]=3[CH:18]=2)[C:6]1=[O:28].Cl.O. Product: [Cl:1][C:2]1[C:32]([C:33]([F:34])([F:36])[F:35])=[CH:31][CH:30]=[CH:29][C:3]=1[CH2:4][N:5]1[C:10](=[O:11])[C:9]([C:12]([OH:14])=[O:13])=[CH:8][N:7]([C:17]2[CH:27]=[CH:26][C:20]3[N:21]([CH2:24][CH3:25])[CH:22]=[N:23][C:19]=3[CH:18]=2)[C:6]1=[O:28]. The catalyst class is: 15. (2) Reactant: [CH3:1][O:2][C:3]1[CH:4]=[C:5]([NH:15][C:16]2[S:17][C:18]([CH:21]=[O:22])=[CH:19][N:20]=2)[CH:6]=[CH:7][C:8]=1[N:9]1[CH:13]=[C:12]([CH3:14])[N:11]=[CH:10]1.[C:23]([O:27][C:28](O[C:28]([O:27][C:23]([CH3:26])([CH3:25])[CH3:24])=[O:29])=[O:29])([CH3:26])([CH3:25])[CH3:24]. Product: [C:23]([O:27][C:28](=[O:29])[N:15]([C:16]1[S:17][C:18]([CH:21]=[O:22])=[CH:19][N:20]=1)[C:5]1[CH:6]=[CH:7][C:8]([N:9]2[CH:13]=[C:12]([CH3:14])[N:11]=[CH:10]2)=[C:3]([O:2][CH3:1])[CH:4]=1)([CH3:26])([CH3:25])[CH3:24]. The catalyst class is: 172. (3) Reactant: [CH3:1][O:2][C:3]1[CH:26]=[CH:25][C:6]2[C:7](=[O:24])/[C:8](=[CH:10]/[C:11]3[C:19]4[C:14](=[CH:15][CH:16]=[C:17]([S:20]([CH3:23])(=[O:22])=[O:21])[CH:18]=4)[NH:13][N:12]=3)/[O:9][C:5]=2[C:4]=1[CH2:27][N:28]1[CH2:33][CH2:32][N:31](C(OC(C)(C)C)=O)[CH2:30][CH2:29]1.Cl. Product: [CH3:1][O:2][C:3]1[CH:26]=[CH:25][C:6]2[C:7](=[O:24])/[C:8](=[CH:10]/[C:11]3[C:19]4[C:14](=[CH:15][CH:16]=[C:17]([S:20]([CH3:23])(=[O:21])=[O:22])[CH:18]=4)[NH:13][N:12]=3)/[O:9][C:5]=2[C:4]=1[CH2:27][N:28]1[CH2:29][CH2:30][NH:31][CH2:32][CH2:33]1. The catalyst class is: 135. (4) Reactant: Cl[C:2]1[N:7]=[C:6]([C:8]2[CH:9]=[N:10][C:11]([N:16]3[CH2:20][CH2:19][CH2:18][CH2:17]3)=[C:12]([CH:15]=2)[C:13]#[N:14])[CH:5]=[CH:4][N:3]=1.[NH2:21][C:22]1[CH:23]=[N:24][N:25]([CH2:27][CH2:28][OH:29])[CH:26]=1.Cl. Product: [OH:29][CH2:28][CH2:27][N:25]1[CH:26]=[C:22]([NH:21][C:2]2[N:7]=[C:6]([C:8]3[CH:9]=[N:10][C:11]([N:16]4[CH2:20][CH2:19][CH2:18][CH2:17]4)=[C:12]([CH:15]=3)[C:13]#[N:14])[CH:5]=[CH:4][N:3]=2)[CH:23]=[N:24]1. The catalyst class is: 12. (5) Reactant: [CH3:1][N:2]1[CH2:7][CH:6]=[C:5]([C:8]2[CH:13]=[C:12]([C:14]([F:17])([F:16])[F:15])[CH:11]=[C:10]([N+:18]([O-])=O)[CH:9]=2)[CH2:4][CH2:3]1. Product: [CH3:1][N:2]1[CH2:3][CH2:4][CH:5]([C:8]2[CH:9]=[C:10]([CH:11]=[C:12]([C:14]([F:15])([F:16])[F:17])[CH:13]=2)[NH2:18])[CH2:6][CH2:7]1. The catalyst class is: 29. (6) Reactant: [OH:1][C@:2]([C:9]1[CH:14]=[C:13]([Si:15]([CH3:18])([CH3:17])[CH3:16])[N:12]=[C:11]([O:19][CH3:20])[C:10]=1[CH2:21][O:22]COC)([CH2:7][CH3:8])[CH2:3][C:4]([OH:6])=O. Product: [CH2:7]([C@:2]1([OH:1])[C:9]2[CH:14]=[C:13]([Si:15]([CH3:16])([CH3:17])[CH3:18])[N:12]=[C:11]([O:19][CH3:20])[C:10]=2[CH2:21][O:22][C:4](=[O:6])[CH2:3]1)[CH3:8]. The catalyst class is: 67. (7) Reactant: [H-].[Al+3].[Li+].[H-].[H-].[H-].[F:7][C:8]1([F:15])[CH2:13][CH2:12][C:11](=[O:14])[CH2:10][CH2:9]1.O.[OH-].[Na+]. Product: [F:7][C:8]1([F:15])[CH2:13][CH2:12][CH:11]([OH:14])[CH2:10][CH2:9]1. The catalyst class is: 27. (8) Reactant: C[O:2][C:3]([C:5]1[CH2:6][O:7][CH2:8][CH2:9][C:10]=1[C:11]1[CH:16]=[CH:15][C:14]([C:17]2[CH:22]=[CH:21][CH:20]=[CH:19][CH:18]=2)=[CH:13][CH:12]=1)=[O:4].Cl.COCCOC. Product: [C:14]1([C:17]2[CH:18]=[CH:19][CH:20]=[CH:21][CH:22]=2)[CH:13]=[CH:12][C:11]([C:10]2[CH2:9][CH2:8][O:7][CH2:6][C:5]=2[C:3]([OH:4])=[O:2])=[CH:16][CH:15]=1. The catalyst class is: 12. (9) Reactant: [CH:1]1([N:7]2[C:16]3[C:11](=[CH:12][N:13]=[C:14]4[N:19](S(C5C=CC(C)=CC=5)(=O)=O)[CH:18]=[CH:17][C:15]4=3)[CH2:10][CH2:9][CH2:8]2)[CH2:6][CH2:5][CH2:4][CH2:3][CH2:2]1.[OH-].[Na+].CCOC(C)=O.O. Product: [CH:1]1([N:7]2[C:16]3[C:11](=[CH:12][N:13]=[C:14]4[NH:19][CH:18]=[CH:17][C:15]4=3)[CH2:10][CH2:9][CH2:8]2)[CH2:2][CH2:3][CH2:4][CH2:5][CH2:6]1. The catalyst class is: 12. (10) Reactant: [CH:1]1([NH:6][C:7]2[N:12]=[C:11]([C:13]3[C:14]([C:27]4[CH:32]=[CH:31][C:30]([F:33])=[CH:29][CH:28]=4)=[N:15][N:16]4[CH:21]=[C:20]([C:22](OCC)=[O:23])[CH:19]=[CH:18][C:17]=34)[CH:10]=[CH:9][N:8]=2)[CH2:5][CH2:4][CH2:3][CH2:2]1.[H-].C([Al+]CC(C)C)C(C)C.[C@H](O)(C([O-])=O)[C@@H](O)C([O-])=O.[Na+].[K+]. Product: [CH:1]1([NH:6][C:7]2[N:12]=[C:11]([C:13]3[C:14]([C:27]4[CH:28]=[CH:29][C:30]([F:33])=[CH:31][CH:32]=4)=[N:15][N:16]4[CH:21]=[C:20]([CH2:22][OH:23])[CH:19]=[CH:18][C:17]=34)[CH:10]=[CH:9][N:8]=2)[CH2:2][CH2:3][CH2:4][CH2:5]1. The catalyst class is: 4.